From a dataset of Forward reaction prediction with 1.9M reactions from USPTO patents (1976-2016). Predict the product of the given reaction. (1) Given the reactants Br[C:2]1[CH:3]=[C:4]2[C:9](=[CH:10][CH:11]=1)[C:8](=[O:12])[N:7]([CH2:13][CH:14]=[O:15])[CH2:6][CH2:5]2.C([N:19]1[CH2:28][CH2:27][C:26]2[C:21](=CC=C(N3CCCCC3)C=2)[C:20]1=O)C=C, predict the reaction product. The product is: [O:12]=[C:8]1[C:9]2[C:4](=[CH:3][C:2]([N:19]3[CH2:28][CH2:27][CH2:26][CH2:21][CH2:20]3)=[CH:11][CH:10]=2)[CH2:5][CH2:6][N:7]1[CH2:13][CH:14]=[O:15]. (2) Given the reactants Cl[C:2]1[CH:7]=[CH:6][N:5]=[C:4]([S:8][CH3:9])[N:3]=1.[CH3:10][N:11]1[CH:15]=[C:14](B2OC(C)(C)C(C)(C)O2)[CH:13]=[N:12]1.C([O-])([O-])=O.[Na+].[Na+], predict the reaction product. The product is: [CH3:10][N:11]1[CH:15]=[C:14]([C:2]2[CH:7]=[CH:6][N:5]=[C:4]([S:8][CH3:9])[N:3]=2)[CH:13]=[N:12]1.